Dataset: Full USPTO retrosynthesis dataset with 1.9M reactions from patents (1976-2016). Task: Predict the reactants needed to synthesize the given product. (1) The reactants are: [CH2:1]([N:8]1[C:16]2[C:11](=[CH:12][CH:13]=[C:14]([NH2:17])[CH:15]=2)[CH:10]=[CH:9]1)[C:2]1[CH:7]=[CH:6][CH:5]=[CH:4][CH:3]=1.Cl[C:19]1[N:28]=[CH:27][C:26]([CH:29]2[CH2:31][CH2:30]2)=[CH:25][C:20]=1[C:21]([O:23][CH3:24])=[O:22].C(=O)([O-])[O-].[Cs+].[Cs+]. Given the product [CH2:1]([N:8]1[C:16]2[C:11](=[CH:12][CH:13]=[C:14]([NH:17][C:19]3[N:28]=[CH:27][C:26]([CH:29]4[CH2:31][CH2:30]4)=[CH:25][C:20]=3[C:21]([O:23][CH3:24])=[O:22])[CH:15]=2)[CH:10]=[CH:9]1)[C:2]1[CH:3]=[CH:4][CH:5]=[CH:6][CH:7]=1, predict the reactants needed to synthesize it. (2) Given the product [Br:1][C:2]1[CH:3]=[CH:4][C:5]2[O:11][CH2:10][CH2:9][N:8]3[C:12]([C:24]4[CH:23]=[N:22][N:21]([CH3:20])[CH:25]=4)=[C:13]([C:15]([NH2:17])=[O:16])[N:14]=[C:7]3[C:6]=2[CH:19]=1, predict the reactants needed to synthesize it. The reactants are: [Br:1][C:2]1[CH:3]=[CH:4][C:5]2[O:11][CH2:10][CH2:9][N:8]3[C:12](I)=[C:13]([C:15]([NH2:17])=[O:16])[N:14]=[C:7]3[C:6]=2[CH:19]=1.[CH3:20][N:21]1[CH:25]=[C:24](B2OC(C)(C)C(C)(C)O2)[CH:23]=[N:22]1.